Dataset: Forward reaction prediction with 1.9M reactions from USPTO patents (1976-2016). Task: Predict the product of the given reaction. (1) Given the reactants [NH2:1][C:2]1[NH:3][C:4](=[O:18])[C:5]2[CH:10]=[C:9]([C:11]3[CH:16]=[CH:15][N:14]=[C:13]([Cl:17])[CH:12]=3)[NH:8][C:6]=2[N:7]=1.[CH3:19][CH:20]([CH3:24])[CH2:21][CH:22]=O.C([BH3-])#N.[Na+], predict the reaction product. The product is: [Cl:17][C:13]1[CH:12]=[C:11]([C:9]2[NH:8][C:6]3[N:7]=[C:2]([NH:1][CH2:22][CH2:21][CH:20]([CH3:24])[CH3:19])[NH:3][C:4](=[O:18])[C:5]=3[CH:10]=2)[CH:16]=[CH:15][N:14]=1. (2) Given the reactants [CH2:1]([O:8][C:9](=[O:17])[CH2:10][C@@H:11]([OH:16])[CH2:12][C:13]([NH2:15])=[O:14])[C:2]1[CH:7]=[CH:6][CH:5]=[CH:4][CH:3]=1.N1C=CN=C1.[Si:23](Cl)([C:26]([CH3:29])([CH3:28])[CH3:27])([CH3:25])[CH3:24], predict the reaction product. The product is: [CH2:1]([O:8][C:9](=[O:17])[CH2:10][C@@H:11]([O:16][Si:23]([C:26]([CH3:29])([CH3:28])[CH3:27])([CH3:25])[CH3:24])[CH2:12][C:13]([NH2:15])=[O:14])[C:2]1[CH:3]=[CH:4][CH:5]=[CH:6][CH:7]=1. (3) The product is: [CH3:21][C:14]1[C:15]2[C:20](=[CH:19][CH:18]=[CH:17][CH:16]=2)[C:11]([C:8]2[NH:7][C:6](=[O:22])[C:5]([CH:2]([NH:1][C:28]([CH:23]3[CH2:27][CH2:26][CH2:25][CH2:24]3)=[O:29])[CH2:3][CH3:4])=[N:10][N:9]=2)=[CH:12][CH:13]=1. Given the reactants [NH2:1][CH:2]([C:5]1[C:6](=[O:22])[NH:7][C:8]([C:11]2[C:20]3[C:15](=[CH:16][CH:17]=[CH:18][CH:19]=3)[C:14]([CH3:21])=[CH:13][CH:12]=2)=[N:9][N:10]=1)[CH2:3][CH3:4].[CH:23]1([C:28](Cl)=[O:29])[CH2:27][CH2:26][CH2:25][CH2:24]1, predict the reaction product. (4) Given the reactants [F:1][C:2]1[CH:36]=[C:35]([NH:37][C:38]([NH:40][CH:41]([CH3:43])[CH3:42])=[O:39])[CH:34]=[CH:33][C:3]=1[O:4][C:5]1[CH:10]=[CH:9][N:8]=[C:7]2[CH:11]=[C:12]([C:14]3[N:15]([CH3:32])[C:16]([CH2:19][N:20]([CH2:28][CH2:29][O:30][CH3:31])C(=O)OC(C)(C)C)=[CH:17][N:18]=3)[S:13][C:6]=12.C(O)(C(F)(F)F)=O, predict the reaction product. The product is: [F:1][C:2]1[CH:36]=[C:35]([NH:37][C:38]([NH:40][CH:41]([CH3:43])[CH3:42])=[O:39])[CH:34]=[CH:33][C:3]=1[O:4][C:5]1[CH:10]=[CH:9][N:8]=[C:7]2[CH:11]=[C:12]([C:14]3[N:15]([CH3:32])[C:16]([CH2:19][NH:20][CH2:28][CH2:29][O:30][CH3:31])=[CH:17][N:18]=3)[S:13][C:6]=12. (5) Given the reactants FC(F)(F)C1C=CC=CC=1[C:9]1[C:10]2[NH:14][C:13]([C:15](C3C=CC=CC=3C(F)(F)F)=[C:16]3[N:52]=[C:19]([C:20](C4C=CC=CC=4C(F)(F)F)=[C:21]4[NH:41][C:24](=[C:25](C5C=CC=CC=5C(F)(F)F)[C:26]5[CH:27]=[CH:28][C:29]=1[N:30]=5)[CH:23]=[CH:22]4)[CH:18]=[CH:17]3)=[CH:12][CH:11]=2.C12C=C3N=C(C=C3)C=C3NC(C=C3)=CC3=NC(C=C3)=CC(N1)=CC=2, predict the reaction product. The product is: [CH2:27]1[C:26]2=[CH:25][C:24]3[NH:41][C:21]([CH:20]=[C:19]4[N:52]=[C:16]([CH:15]=[C:13]5[NH:14][C:10](=[CH:9][C:29](=[N:30]2)[CH2:28]1)[CH:11]=[CH:12]5)[CH:17]=[CH:18]4)=[CH:22][CH:23]=3. (6) Given the reactants [NH2:1][C:2]1[CH:10]=[C:9]([Cl:11])[CH:8]=[C:7]([F:12])[C:3]=1[C:4](O)=[O:5].CC[N:15]=C=NCCCN(C)C.Cl.C1C=CC2N(O)N=NC=2C=1.N, predict the reaction product. The product is: [NH2:1][C:2]1[CH:10]=[C:9]([Cl:11])[CH:8]=[C:7]([F:12])[C:3]=1[C:4]([NH2:15])=[O:5].